This data is from Catalyst prediction with 721,799 reactions and 888 catalyst types from USPTO. The task is: Predict which catalyst facilitates the given reaction. (1) Reactant: C(Cl)(=O)C(Cl)=O.[C:7]([OH:15])(=[O:14])[C:8]1[CH:13]=[CH:12][CH:11]=[CH:10][CH:9]=1.[C:16]([OH:24])(=[O:23])[C:17]1[CH:22]=[CH:21][CH:20]=[CH:19][CH:18]=1.[C:25]([OH:33])(=[O:32])[C:26]1[CH:31]=[CH:30][CH:29]=[CH:28][CH:27]=1.[OH:34][C@@H:35]1[C@H:39]([OH:40])[C@@H:38]([CH2:41][OH:42])[O:37][C@H:36]1[C:43](O)=O.[CH3:46][N:47]([CH:49]=O)C.[C:51]1(N)[CH:56]=[CH:55][CH:54]=C[C:52]=1[NH2:57]. Product: [C:7]([OH:15])(=[O:14])[C:8]1[CH:13]=[CH:12][CH:11]=[CH:10][CH:9]=1.[C:16]([OH:24])(=[O:23])[C:17]1[CH:22]=[CH:21][CH:20]=[CH:19][CH:18]=1.[C:25]([OH:33])(=[O:32])[C:26]1[CH:31]=[CH:30][CH:29]=[CH:28][CH:27]=1.[OH:42][CH2:41][C@@H:38]1[C@@H:39]([OH:40])[C@@H:35]([OH:34])[C@H:36]([C:43]2[N:47]([CH3:46])[C:49]3[CH:54]=[CH:55][CH:56]=[CH:51][C:52]=3[N:57]=2)[O:37]1. The catalyst class is: 2. (2) Reactant: [NH2:1][C:2]1[C:7]([C:8]([F:11])([F:10])[F:9])=[CH:6][C:5]([CH2:12][C:13]([C:27]([O:29][CH2:30][CH3:31])=[O:28])([C:22]([O:24][CH2:25][CH3:26])=[O:23])[CH2:14][C:15]([O:17]C(C)(C)C)=[O:16])=[CH:4][C:3]=1[Cl:32].C(O)(C(F)(F)F)=O. Product: [NH2:1][C:2]1[C:7]([C:8]([F:9])([F:10])[F:11])=[CH:6][C:5]([CH2:12][C:13]([C:22]([O:24][CH2:25][CH3:26])=[O:23])([C:27]([O:29][CH2:30][CH3:31])=[O:28])[CH2:14][C:15]([OH:17])=[O:16])=[CH:4][C:3]=1[Cl:32]. The catalyst class is: 2. (3) Reactant: [Cl:1][C:2]1[C:12]([CH3:13])=[C:11]([NH:14][CH3:15])[C:5]([C:6](OCC)=[O:7])=[CH:4][N:3]=1.[H-].[Al+3].[Li+].[H-].[H-].[H-]. Product: [Cl:1][C:2]1[N:3]=[CH:4][C:5]([CH2:6][OH:7])=[C:11]([NH:14][CH3:15])[C:12]=1[CH3:13]. The catalyst class is: 7.